This data is from Full USPTO retrosynthesis dataset with 1.9M reactions from patents (1976-2016). The task is: Predict the reactants needed to synthesize the given product. Given the product [CH:44]([O:48][C:33]1[CH:32]=[CH:31][C:7]([O:8][C:9]2[CH:10]=[C:11]3[C:15](=[CH:16][CH:17]=2)[N:14]([C:18]2[CH:19]=[CH:20][C:21]([O:24][CH:25]([CH3:27])[CH3:26])=[CH:22][CH:23]=2)[C:13]([C:28]([OH:30])=[O:29])=[CH:12]3)=[CH:6][CH:5]=1)([CH3:45])[CH3:43], predict the reactants needed to synthesize it. The reactants are: C(O[C:5]1[CH:6]=[C:7]([CH:31]=[CH:32][CH:33]=1)[O:8][C:9]1[CH:10]=[C:11]2[C:15](=[CH:16][CH:17]=1)[N:14]([C:18]1[CH:23]=[CH:22][C:21]([O:24][CH:25]([CH3:27])[CH3:26])=[CH:20][CH:19]=1)[C:13]([C:28]([OH:30])=[O:29])=[CH:12]2)(C)C.C(OC(C1N(C2C=[CH:45][C:44]([O:48]C(C)C)=[CH:43]C=2)C2C(C=1)=[CH:45][C:44]([OH:48])=[CH:43]C=2)=O)C.C(OC1C=CC(B(O)O)=CC=1)(C)C.